This data is from Forward reaction prediction with 1.9M reactions from USPTO patents (1976-2016). The task is: Predict the product of the given reaction. (1) Given the reactants [CH3:1][O:2][C:3]1[CH:4]=[C:5]([C:11]2[C:23](=[O:24])[N:22]([CH2:25][CH3:26])[C:14]3[N:15]=[C:16](S(C)=O)[N:17]=[CH:18][C:13]=3[CH:12]=2)[CH:6]=[C:7]([O:9][CH3:10])[CH:8]=1.[NH2:27][C:28]1[CH:33]=[CH:32][N:31]=[CH:30][CH:29]=1, predict the reaction product. The product is: [CH3:1][O:2][C:3]1[CH:4]=[C:5]([C:11]2[C:23](=[O:24])[N:22]([CH2:25][CH3:26])[C:14]3[N:15]=[C:16]([NH:27][C:28]4[CH:33]=[CH:32][N:31]=[CH:30][CH:29]=4)[N:17]=[CH:18][C:13]=3[CH:12]=2)[CH:6]=[C:7]([O:9][CH3:10])[CH:8]=1. (2) Given the reactants C(N(CC)CC)C.[C:8](OC(=O)C)(=[O:10])[CH3:9].[NH2:15][C:16]1[N:21]=[C:20]([C:22]([OH:46])([C:40]2[CH:45]=[CH:44][CH:43]=[CH:42][N:41]=2)[C:23]2[C:31]3[NH:30][C:29](=[O:32])[NH:28][C:27]=3[CH:26]=[C:25]([C:33]3[C:34]([CH3:39])=[N:35][O:36][C:37]=3[CH3:38])[CH:24]=2)[CH:19]=[CH:18][CH:17]=1, predict the reaction product. The product is: [C:8]([N:28]1[C:27]2[CH:26]=[C:25]([C:33]3[C:34]([CH3:39])=[N:35][O:36][C:37]=3[CH3:38])[CH:24]=[C:23]([C:22]([C:20]3[CH:19]=[CH:18][CH:17]=[C:16]([NH2:15])[N:21]=3)([OH:46])[C:40]3[CH:45]=[CH:44][CH:43]=[CH:42][N:41]=3)[C:31]=2[NH:30][C:29]1=[O:32])(=[O:10])[CH3:9]. (3) Given the reactants [C:1]([O:5][C:6]1[C:11]([C:12](OCC)=[O:13])=[CH:10][N:9]=[CH:8][N:7]=1)([CH3:4])([CH3:3])[CH3:2].[H-].C([Al+]CC(C)C)C(C)C.C(C(C(C([O-])=O)O)O)([O-])=O.[Na+].[K+].O, predict the reaction product. The product is: [C:1]([O:5][C:6]1[C:11]([CH:12]=[O:13])=[CH:10][N:9]=[CH:8][N:7]=1)([CH3:4])([CH3:2])[CH3:3].